From a dataset of Reaction yield outcomes from USPTO patents with 853,638 reactions. Predict the reaction yield, written as a fraction of the theoretical maximum amount of product (1.0 means a 100% yield; for example, 0.34 means a 34% yield). The reactants are [CH2:1]([N:3]1[C:7]2=[N:8][C:9]([CH2:53][CH3:54])=[C:10]([CH2:19][NH:20][C:21]([C:23]3[CH:28]=[CH:27][CH:26]=[C:25]([C:29]([NH:31][CH2:32][C:33]4[CH:34]=[C:35]([C:40]5[CH:45]=[CH:44][CH:43]=[C:42]([CH2:46][N:47]6[CH2:52][CH2:51][NH:50][CH2:49][CH2:48]6)[CH:41]=5)[C:36]([CH3:39])=[CH:37][CH:38]=4)=[O:30])[N:24]=3)=[O:22])[C:11]([NH:12][CH:13]3[CH2:18][CH2:17][O:16][CH2:15][CH2:14]3)=[C:6]2[CH:5]=[N:4]1)[CH3:2].[ClH:55]. The catalyst is C(O)C. The product is [ClH:55].[CH2:1]([N:3]1[C:7]2=[N:8][C:9]([CH2:53][CH3:54])=[C:10]([CH2:19][NH:20][C:21]([C:23]3[CH:28]=[CH:27][CH:26]=[C:25]([C:29]([NH:31][CH2:32][C:33]4[CH:34]=[C:35]([C:40]5[CH:45]=[CH:44][CH:43]=[C:42]([CH2:46][N:47]6[CH2:48][CH2:49][NH:50][CH2:51][CH2:52]6)[CH:41]=5)[C:36]([CH3:39])=[CH:37][CH:38]=4)=[O:30])[N:24]=3)=[O:22])[C:11]([NH:12][CH:13]3[CH2:18][CH2:17][O:16][CH2:15][CH2:14]3)=[C:6]2[CH:5]=[N:4]1)[CH3:2]. The yield is 0.890.